From a dataset of Peptide-MHC class I binding affinity with 185,985 pairs from IEDB/IMGT. Regression. Given a peptide amino acid sequence and an MHC pseudo amino acid sequence, predict their binding affinity value. This is MHC class I binding data. (1) The peptide sequence is FLTSVINRV. The MHC is HLA-A33:01 with pseudo-sequence HLA-A33:01. The binding affinity (normalized) is 0.0664. (2) The peptide sequence is YLKDQQLL. The MHC is HLA-B07:02 with pseudo-sequence HLA-B07:02. The binding affinity (normalized) is 0.505.